From a dataset of Retrosynthesis with 50K atom-mapped reactions and 10 reaction types from USPTO. Predict the reactants needed to synthesize the given product. (1) Given the product COc1ccc(-n2c(C(C)N(C)C(=O)c3ccc(C(C)(C)C)cc3)nc3ccccc3c2=O)cc1, predict the reactants needed to synthesize it. The reactants are: CC(C)(C)c1ccc(C(=O)Cl)cc1.CNC(C)c1nc2ccccc2c(=O)n1-c1ccc(OC)cc1. (2) The reactants are: COc1ccc2c(c1)cc(C#N)n2CCN1CCN(C)CC1.O=C([O-])[O-]. Given the product COc1ccc2c(c1)c(C=O)c(C#N)n2CCN1CCN(C)CC1, predict the reactants needed to synthesize it. (3) Given the product O=C1CCCN1c1ccc(Oc2ccc3c(c2)CCN(C2CCC2)CC3)nc1, predict the reactants needed to synthesize it. The reactants are: Ic1ccc(Oc2ccc3c(c2)CCN(C2CCC2)CC3)nc1.O=C1CCCN1.